Predict the reactants needed to synthesize the given product. From a dataset of Full USPTO retrosynthesis dataset with 1.9M reactions from patents (1976-2016). (1) The reactants are: [CH2:1]([O:3][C:4](=[O:28])[CH:5]([C:13]1[NH:14][C:15]2[C:20]([C:21]=1[S:22][C:23]([CH3:26])([CH3:25])[CH3:24])=[CH:19][C:18]([OH:27])=[CH:17][CH:16]=2)[CH2:6][C:7]1[CH:12]=[CH:11][CH:10]=[CH:9][CH:8]=1)[CH3:2].Cl.[N:30]1[CH:35]=[CH:34][CH:33]=[CH:32][C:31]=1[CH2:36]Cl.C(=O)([O-])[O-].[Cs+].[Cs+]. Given the product [CH2:1]([O:3][C:4](=[O:28])[CH:5]([C:13]1[NH:14][C:15]2[C:20]([C:21]=1[S:22][C:23]([CH3:24])([CH3:26])[CH3:25])=[CH:19][C:18]([O:27][CH2:36][C:31]1[CH:32]=[CH:33][CH:34]=[CH:35][N:30]=1)=[CH:17][CH:16]=2)[CH2:6][C:7]1[CH:8]=[CH:9][CH:10]=[CH:11][CH:12]=1)[CH3:2], predict the reactants needed to synthesize it. (2) Given the product [Cl:30][C:25]1[CH:24]=[C:23]([CH:21]2[CH2:22][CH:20]2[C:18]([OH:19])=[O:17])[CH:28]=[CH:27][C:26]=1[O:29][CH2:2][C:3]1[C:4]([S:9][CH:10]2[CH2:14][CH2:13][CH2:12][CH2:11]2)=[N:5][CH:6]=[CH:7][CH:8]=1, predict the reactants needed to synthesize it. The reactants are: Cl[CH2:2][C:3]1[C:4]([S:9][CH:10]2[CH2:14][CH2:13][CH2:12][CH2:11]2)=[N:5][CH:6]=[CH:7][CH:8]=1.C([O:17][C:18]([CH:20]1[CH2:22][CH:21]1[C:23]1[CH:28]=[CH:27][C:26]([OH:29])=[C:25]([Cl:30])[CH:24]=1)=[O:19])C. (3) Given the product [NH2:40][C@H:37]1[CH2:38][CH2:39][N:35]([C@@H:26]([CH2:25][O:24][CH:22]([CH3:21])[CH3:23])[C:27]([N:29]2[CH2:34][CH2:33][O:32][CH2:31][CH2:30]2)=[O:28])[C:36]1=[O:48], predict the reactants needed to synthesize it. The reactants are: Cl.N[C@H]1CCN([C@@H](COC)C(N2CCOCC2)=O)C1=O.[CH3:21][CH:22]([O:24][CH2:25][C@H:26]([N:35]1[CH2:39][CH2:38][C@H:37]([NH:40]C(=O)OC(C)(C)C)[C:36]1=[O:48])[C:27]([N:29]1[CH2:34][CH2:33][O:32][CH2:31][CH2:30]1)=[O:28])[CH3:23]. (4) Given the product [CH3:1][O:2][C:3]1[CH:4]=[CH:5][C:6]2[NH:10][C:9]([S:11]([CH2:13][C:14]3[C:19]([CH3:20])=[C:18]([O:21][CH3:22])[C:17]([CH3:23])=[CH:16][N:15]=3)=[O:12])=[N:8][C:7]=2[CH:36]=1, predict the reactants needed to synthesize it. The reactants are: [CH3:1][O:2][C:3]1[CH:4]=[CH:5][C:6]2[N:10]=[C:9]([S:11]([CH2:13][C:14]3[C:19]([CH3:20])=[C:18]([O:21][CH3:22])[C:17]([CH3:23])=[CH:16][N:15]=3)=[O:12])[N:8](COC(=O)[C@@H](C3C=CC=CC=3)O)[C:7]=2[CH:36]=1.[OH-].[Na+].C(OC)=O. (5) Given the product [CH3:16][O:17][C:18]1[CH:26]=[CH:25][C:21]([C:22]([NH:15][CH2:14][CH2:13][C:4]2[C:5]([O:11][CH3:12])=[CH:6][C:7]([O:9][CH3:10])=[CH:8][C:3]=2[O:2][CH3:1])=[O:23])=[CH:20][C:19]=1[N+:27]([O-:29])=[O:28], predict the reactants needed to synthesize it. The reactants are: [CH3:1][O:2][C:3]1[CH:8]=[C:7]([O:9][CH3:10])[CH:6]=[C:5]([O:11][CH3:12])[C:4]=1[CH2:13][CH2:14][NH2:15].[CH3:16][O:17][C:18]1[CH:26]=[CH:25][C:21]([C:22](O)=[O:23])=[CH:20][C:19]=1[N+:27]([O-:29])=[O:28]. (6) Given the product [Br:35][C:36]1[C:37]([F:44])=[C:38]([CH2:42][NH:43][C:26]([C:25]2[CH:29]=[CH:30][CH:31]=[C:23]([C:21]([NH:20][CH2:19][C:10]3[C:11]([NH:12][CH:13]4[CH2:14][CH2:15][O:16][CH2:17][CH2:18]4)=[C:6]4[CH:5]=[N:4][N:3]([CH2:1][CH3:2])[C:7]4=[N:8][C:9]=3[CH2:32][CH3:33])=[O:22])[CH:24]=2)=[O:27])[CH:39]=[CH:40][CH:41]=1, predict the reactants needed to synthesize it. The reactants are: [CH2:1]([N:3]1[C:7]2=[N:8][C:9]([CH2:32][CH3:33])=[C:10]([CH2:19][NH:20][C:21]([C:23]3[CH:24]=[C:25]([CH:29]=[CH:30][CH:31]=3)[C:26](O)=[O:27])=[O:22])[C:11]([NH:12][CH:13]3[CH2:18][CH2:17][O:16][CH2:15][CH2:14]3)=[C:6]2[CH:5]=[N:4]1)[CH3:2].Cl.[Br:35][C:36]1[C:37]([F:44])=[C:38]([CH2:42][NH2:43])[CH:39]=[CH:40][CH:41]=1.CN(C(ON1N=NC2C=CC=CC1=2)=[N+](C)C)C.F[P-](F)(F)(F)(F)F.C(N(C(C)C)CC)(C)C. (7) Given the product [F:23][C:24]([F:35])([F:34])[C:20](=[O:21])[CH2:19][C:12]1[C:13]2[C:18](=[CH:17][CH:16]=[CH:15][CH:14]=2)[N:10]([S:7]([C:1]2[CH:6]=[CH:5][CH:4]=[CH:3][CH:2]=2)(=[O:9])=[O:8])[CH:11]=1, predict the reactants needed to synthesize it. The reactants are: [C:1]1([S:7]([N:10]2[C:18]3[C:13](=[CH:14][CH:15]=[CH:16][CH:17]=3)[C:12]([CH2:19][C:20](O)=[O:21])=[CH:11]2)(=[O:9])=[O:8])[CH:6]=[CH:5][CH:4]=[CH:3][CH:2]=1.[F:23][C:24]([F:35])([F:34])C(OC(=O)[C:24]([F:35])([F:34])[F:23])=O.N1C=CC=CC=1. (8) Given the product [CH3:43][C:44]1[CH:45]=[CH:35][N:36]=[C:6]([C:10]([F:11])([F:12])[F:13])[C:7]=1[CH2:8][NH:9][C:31]([C:29]1[N:28]=[N:27][N:26]([CH2:25][C:20]2[CH:21]=[C:22]3[C:17](=[CH:18][CH:19]=2)[N:16]=[C:15]([CH3:14])[CH:24]=[CH:23]3)[CH:30]=1)=[O:33], predict the reactants needed to synthesize it. The reactants are: CC1[C:7]([CH2:8][NH2:9])=[C:6]([C:10]([F:13])([F:12])[F:11])C=CN=1.[CH3:14][C:15]1[CH:24]=[CH:23][C:22]2[C:17](=[CH:18][CH:19]=[C:20]([CH2:25][N:26]3[CH:30]=[C:29]([C:31]([OH:33])=O)[N:28]=[N:27]3)[CH:21]=2)[N:16]=1.C[CH2:35][N:36](C(C)C)C(C)C.[CH3:43][CH2:44][CH2:45]P(=O)=O.CCOC(C)=O. (9) Given the product [NH2:1][C:4]1[CH:9]=[CH:8][CH:7]=[CH:6][C:5]=1[N:10]1[CH2:15][CH2:14][CH2:13][C@H:12]([NH:16][C:17](=[O:23])[O:18][C:19]([CH3:21])([CH3:20])[CH3:22])[CH2:11]1, predict the reactants needed to synthesize it. The reactants are: [N+:1]([C:4]1[CH:9]=[CH:8][CH:7]=[CH:6][C:5]=1[N:10]1[CH2:15][CH2:14][CH2:13][C@H:12]([NH:16][C:17](=[O:23])[O:18][C:19]([CH3:22])([CH3:21])[CH3:20])[CH2:11]1)([O-])=O. (10) Given the product [F:1][C:2]1[CH:7]=[CH:6][C:5]([CH2:8][C:9]2[CH:18]=[C:17]3[C:12]([C:13]([OH:24])=[C:14]([C:20]([NH:33][CH2:32][CH2:31][O:30][CH3:29])=[O:21])[C:15](=[O:19])[NH:16]3)=[N:11][CH:10]=2)=[C:4]([C:25]([F:28])([F:26])[F:27])[CH:3]=1, predict the reactants needed to synthesize it. The reactants are: [F:1][C:2]1[CH:7]=[CH:6][C:5]([CH2:8][C:9]2[CH:18]=[C:17]3[C:12]([C:13]([OH:24])=[C:14]([C:20](OC)=[O:21])[C:15](=[O:19])[NH:16]3)=[N:11][CH:10]=2)=[C:4]([C:25]([F:28])([F:27])[F:26])[CH:3]=1.[CH3:29][O:30][CH2:31][CH2:32][NH2:33].